From a dataset of Forward reaction prediction with 1.9M reactions from USPTO patents (1976-2016). Predict the product of the given reaction. (1) Given the reactants Br.[CH3:2][O:3][C:4]1[CH:5]=[C:6]2[C:15](=[CH:16][CH:17]=1)[C:10]1[N:11]=[C:12]([NH2:14])[S:13][C:9]=1[CH2:8][CH2:7]2.[Cl:18][C:19]1[S:20][C:21]([S:25](Cl)(=[O:27])=[O:26])=[CH:22][C:23]=1[Cl:24], predict the reaction product. The product is: [Cl:24][C:23]1[CH:22]=[C:21]([S:25]([NH:14][C:12]2[S:13][C:9]3[CH2:8][CH2:7][C:6]4[C:15](=[CH:16][CH:17]=[C:4]([O:3][CH3:2])[CH:5]=4)[C:10]=3[N:11]=2)(=[O:27])=[O:26])[S:20][C:19]=1[Cl:18]. (2) Given the reactants [CH:1]1([O:6][C:7]2[C:12]([CH2:13][NH:14][C:15](=[O:36])[NH:16][C:17]3[CH:35]=[CH:34][C:20]([CH2:21][NH:22][S:23]([NH:26]C(=O)OC(C)(C)C)(=[O:25])=[O:24])=[CH:19][CH:18]=3)=[CH:11][CH:10]=[C:9]([C:37]([F:40])([F:39])[F:38])[N:8]=2)[CH2:5][CH2:4][CH2:3][CH2:2]1.C(=O)(O)[O-].[Na+], predict the reaction product. The product is: [CH:1]1([O:6][C:7]2[C:12]([CH2:13][NH:14][C:15]([NH:16][C:17]3[CH:35]=[CH:34][C:20]([CH2:21][NH:22][S:23](=[O:24])(=[O:25])[NH2:26])=[CH:19][CH:18]=3)=[O:36])=[CH:11][CH:10]=[C:9]([C:37]([F:40])([F:39])[F:38])[N:8]=2)[CH2:2][CH2:3][CH2:4][CH2:5]1. (3) Given the reactants [Cl-].[Cl-].[Cl-].[Al+3].[N-:5]=[N+:6]=[N-:7].[Na+].[F:9][CH:10]([F:21])[C:11]1[C:12]([CH3:20])=[C:13]([N:17]=[C:18]=[O:19])[CH:14]=[CH:15][CH:16]=1.N([O-])=O.[Na+].Cl, predict the reaction product. The product is: [CH3:20][C:12]1[C:11]([CH:10]([F:21])[F:9])=[CH:16][CH:15]=[CH:14][C:13]=1[N:17]1[C:18](=[O:19])[NH:7][N:6]=[N:5]1. (4) Given the reactants C[C:2]1[N:3]=[CH:4][S:5][C:6]=1[CH2:7][CH2:8][OH:9].[Br:10][CH2:11][C:12]([O:14][CH2:15][C:16]1[CH:21]=[CH:20][CH:19]=[CH:18][CH:17]=1)=[O:13].[CH2:22](O)C, predict the reaction product. The product is: [Br-:10].[CH2:15]([O:14][C:12]([CH2:11][N+:3]1[CH:2]=[C:6]([CH2:7][CH2:8][OH:9])[SH:5]([CH3:22])[CH:4]=1)=[O:13])[C:16]1[CH:21]=[CH:20][CH:19]=[CH:18][CH:17]=1. (5) Given the reactants [NH2:1][C@H:2]1[CH2:6][CH2:5][N:4]([C:7]2[CH:8]=[CH:9][C:10]3[CH2:16][N:15](C(OC(C)(C)C)=O)[CH2:14][CH2:13][CH2:12][C:11]=3[C:24]=2[F:25])[C:3]1=[O:26].[Cl:27][C:28]1[CH:29]=[C:30]2[C:35](=[CH:36][CH:37]=1)[CH:34]=[C:33]([S:38](Cl)(=[O:40])=[O:39])[CH:32]=[CH:31]2.ClC1SC(/C=C/S(N[C@H]2CCN(C3C=CC4CN(C(OC(C)(C)C)=O)CCCC=4C=3)C2=O)(=O)=O)=CC=1, predict the reaction product. The product is: [ClH:27].[Cl:27][C:28]1[CH:29]=[C:30]2[C:35](=[CH:36][CH:37]=1)[CH:34]=[C:33]([S:38]([NH:1][C@H:2]1[CH2:6][CH2:5][N:4]([C:7]3[CH:8]=[CH:9][C:10]4[CH2:16][NH:15][CH2:14][CH2:13][CH2:12][C:11]=4[C:24]=3[F:25])[C:3]1=[O:26])(=[O:40])=[O:39])[CH:32]=[CH:31]2. (6) Given the reactants C[Si]([N-][Si](C)(C)C)(C)C.[Li+].[CH3:11][O:12][C:13]1[CH:18]=[CH:17][C:16]([C:19]2[CH:24]=[C:23]([CH3:25])[C:22]([CH2:26][C:27]([O:29][CH3:30])=[O:28])=[CH:21][C:20]=2[CH3:31])=[CH:15][CH:14]=1.[CH3:32]I.[Cl-].[NH4+], predict the reaction product. The product is: [CH3:11][O:12][C:13]1[CH:14]=[CH:15][C:16]([C:19]2[CH:24]=[C:23]([CH3:25])[C:22]([CH:26]([CH3:32])[C:27]([O:29][CH3:30])=[O:28])=[CH:21][C:20]=2[CH3:31])=[CH:17][CH:18]=1. (7) Given the reactants [CH3:1][O:2][C:3]1[N:8]=[CH:7][C:6]([N:9]2[C:13]([C:14]3[CH:19]=[CH:18][CH:17]=[CH:16][N:15]=3)=[CH:12][C:11]([C:20]([OH:22])=O)=[N:10]2)=[CH:5][CH:4]=1.[CH:23]1([NH2:27])[CH2:26][CH2:25][CH2:24]1, predict the reaction product. The product is: [CH:23]1([NH:27][C:20]([C:11]2[CH:12]=[C:13]([C:14]3[CH:19]=[CH:18][CH:17]=[CH:16][N:15]=3)[N:9]([C:6]3[CH:7]=[N:8][C:3]([O:2][CH3:1])=[CH:4][CH:5]=3)[N:10]=2)=[O:22])[CH2:26][CH2:25][CH2:24]1.